This data is from Catalyst prediction with 721,799 reactions and 888 catalyst types from USPTO. The task is: Predict which catalyst facilitates the given reaction. Reactant: [CH2:1]([NH:3][CH:4]([CH3:13])[C:5]([C:7]1[CH:12]=[CH:11][CH:10]=[CH:9][CH:8]=1)=[O:6])[CH3:2].[Cl:14][C:15]1[CH:20]=[CH:19][C:18]([S:21](Cl)(=[O:23])=[O:22])=[CH:17][CH:16]=1.CCN(CC)CC. Product: [Cl:14][C:15]1[CH:20]=[CH:19][C:18]([S:21]([N:3]([CH2:1][CH3:2])[CH:4]([CH3:13])[C:5](=[O:6])[C:7]2[CH:12]=[CH:11][CH:10]=[CH:9][CH:8]=2)(=[O:23])=[O:22])=[CH:17][CH:16]=1. The catalyst class is: 4.